Task: Predict the reactants needed to synthesize the given product.. Dataset: Full USPTO retrosynthesis dataset with 1.9M reactions from patents (1976-2016) (1) The reactants are: C[O:2][C:3](=O)[C:4]([N:6]([CH:16]1[CH2:18][CH2:17]1)[C:7]1[CH:12]=[CH:11][CH:10]=[CH:9][C:8]=1[N+:13]([O-])=[O:14])=[O:5]. Given the product [CH:16]1([N:6]2[C:7]3[C:8](=[CH:9][CH:10]=[CH:11][CH:12]=3)[N:13]([OH:14])[C:3](=[O:2])[C:4]2=[O:5])[CH2:18][CH2:17]1, predict the reactants needed to synthesize it. (2) The reactants are: [Cl:1][C:2]1[C:10]2[N:9]=[C:8]3[N:11]([C:15]4[CH:20]=[CH:19][C:18]([Cl:21])=[CH:17][C:16]=4[Cl:22])[CH2:12][CH2:13][CH2:14][N:7]3[C:6]=2[C:5]([CH:23]([NH2:26])[CH2:24][CH3:25])=[CH:4][CH:3]=1.C(N(CC)CC)C.[CH:34]1([C:37](Cl)=[O:38])[CH2:36][CH2:35]1.O. Given the product [Cl:1][C:2]1[C:10]2[N:9]=[C:8]3[N:11]([C:15]4[CH:20]=[CH:19][C:18]([Cl:21])=[CH:17][C:16]=4[Cl:22])[CH2:12][CH2:13][CH2:14][N:7]3[C:6]=2[C:5]([CH:23]([NH:26][C:37]([CH:34]2[CH2:36][CH2:35]2)=[O:38])[CH2:24][CH3:25])=[CH:4][CH:3]=1, predict the reactants needed to synthesize it. (3) The reactants are: C[Si](C)(C)CCOC[N:7]1[C:11]2[N:12]=[CH:13][N:14]=[C:15]([C:16]3[CH:17]=[N:18][N:19]([C@@H:21]4[CH2:26][CH2:25][C@H:24]([CH2:27][S:28][C:29]5[NH:30][C:31]([NH2:34])=[N:32][N:33]=5)[CH2:23][CH2:22]4)[CH:20]=3)[C:10]=2[CH:9]=[CH:8]1.CC#N.O.[C:41]([OH:47])([C:43]([F:46])([F:45])[F:44])=[O:42]. Given the product [F:44][C:43]([F:46])([F:45])[C:41]([OH:47])=[O:42].[N:12]1[C:11]2[NH:7][CH:8]=[CH:9][C:10]=2[C:15]([C:16]2[CH:17]=[N:18][N:19]([C@@H:21]3[CH2:26][CH2:25][C@H:24]([CH2:27][S:28][C:29]4[NH:30][C:31]([NH2:34])=[N:32][N:33]=4)[CH2:23][CH2:22]3)[CH:20]=2)=[N:14][CH:13]=1, predict the reactants needed to synthesize it. (4) Given the product [N:1]1([C:5]2[O:6][C@H:7]3[CH2:13][C@H:12]([CH2:14][F:15])[C@@H:11]([OH:16])[C@H:10]([OH:24])[C@H:8]3[N:9]=2)[CH2:4][CH2:3][CH2:2]1, predict the reactants needed to synthesize it. The reactants are: [N:1]1([C:5]2[O:6][C@H:7]3[CH2:13][C@H:12]([CH2:14][F:15])[C@@H:11]([O:16]CC4C=CC=CC=4)[C@H:10]([O:24]CC4C=CC=CC=4)[C@H:8]3[N:9]=2)[CH2:4][CH2:3][CH2:2]1.B(Cl)(Cl)Cl.CO.C(Cl)Cl. (5) Given the product [NH2:15][C:14]1[C:9]([OH:8])=[N:10][CH:11]=[C:12]([S:18]([C:20]([F:23])([F:22])[F:21])=[O:19])[CH:13]=1, predict the reactants needed to synthesize it. The reactants are: C(O)(=O)C.C(O)C.[OH:8][C:9]1[C:14]([N+:15]([O-])=O)=[CH:13][C:12]([S:18]([C:20]([F:23])([F:22])[F:21])=[O:19])=[CH:11][N:10]=1.